This data is from Full USPTO retrosynthesis dataset with 1.9M reactions from patents (1976-2016). The task is: Predict the reactants needed to synthesize the given product. (1) Given the product [F:16][C:17]1[CH:22]=[CH:21][CH:20]=[CH:19][C:18]=1[C:23]1[N:24]=[C:25]([N:28]2[CH2:29][CH2:30][N:31]([C:8]([NH:7][C:3]3[N:2]=[N:1][CH:6]=[CH:5][CH:4]=3)=[O:15])[CH2:32][CH2:33]2)[S:26][CH:27]=1, predict the reactants needed to synthesize it. The reactants are: [N:1]1[CH:6]=[CH:5][CH:4]=[C:3]([NH:7][C:8](=[O:15])OCC(Cl)(Cl)Cl)[N:2]=1.[F:16][C:17]1[CH:22]=[CH:21][CH:20]=[CH:19][C:18]=1[C:23]1[N:24]=[C:25]([N:28]2[CH2:33][CH2:32][NH:31][CH2:30][CH2:29]2)[S:26][CH:27]=1.C(N(C(C)C)CC)(C)C.O. (2) Given the product [CH:42]([NH:45][C:2]1[CH:7]=[CH:6][N:5]=[C:4]([C:8]2[C:16]3[C:11](=[CH:12][CH:13]=[C:14]([C:17]4[O:21][C:20]([NH:22][CH2:23][C:24]5[CH:25]=[CH:26][C:27]([O:30][CH3:31])=[CH:28][CH:29]=5)=[N:19][N:18]=4)[CH:15]=3)[N:10]([S:32]([C:35]3[CH:36]=[CH:37][C:38]([CH3:39])=[CH:40][CH:41]=3)(=[O:33])=[O:34])[CH:9]=2)[N:3]=1)([CH3:44])[CH3:43], predict the reactants needed to synthesize it. The reactants are: Cl[C:2]1[CH:7]=[CH:6][N:5]=[C:4]([C:8]2[C:16]3[C:11](=[CH:12][CH:13]=[C:14]([C:17]4[O:21][C:20]([NH:22][CH2:23][C:24]5[CH:29]=[CH:28][C:27]([O:30][CH3:31])=[CH:26][CH:25]=5)=[N:19][N:18]=4)[CH:15]=3)[N:10]([S:32]([C:35]3[CH:41]=[CH:40][C:38]([CH3:39])=[CH:37][CH:36]=3)(=[O:34])=[O:33])[CH:9]=2)[N:3]=1.[CH:42]([NH2:45])([CH3:44])[CH3:43]. (3) Given the product [CH3:22][O:23][C:24]1[CH:29]=[CH:28][C:27]([O:30][CH3:31])=[CH:26][C:25]=1[C:32]1[C:33]([C:41]([OH:43])=[O:42])=[CH:34][C:35]([N+:38]([O-:40])=[O:39])=[CH:36][CH:37]=1, predict the reactants needed to synthesize it. The reactants are: FC1C=CC(OC)=C(C2C(C(O)=O)=CC([N+]([O-])=O)=CC=2)C=1.[CH3:22][O:23][C:24]1[CH:29]=[CH:28][C:27]([O:30][CH3:31])=[CH:26][C:25]=1[C:32]1[C:33]([C:41]([O:43]C)=[O:42])=[CH:34][C:35]([N+:38]([O-:40])=[O:39])=[CH:36][CH:37]=1. (4) The reactants are: C(OC([N:8]1[CH2:13][CH2:12][CH:11]([NH:14][C:15](=[O:45])[C:16]2[CH:21]=[CH:20][C:19]([NH:22][C:23]3[N:24]=[CH:25][C:26]4[N:32]([CH3:33])[C:31](=[O:34])[C:30]([F:36])([F:35])[CH2:29][N:28]([CH:37]5[CH2:41][CH2:40][CH2:39][CH2:38]5)[C:27]=4[N:42]=3)=[C:18]([O:43][CH3:44])[CH:17]=2)[CH:10]([O:46][CH3:47])[CH2:9]1)=O)(C)(C)C.FC(F)(F)C(O)=O.ClCCl. Given the product [CH:37]1([N:28]2[CH2:29][C:30]([F:35])([F:36])[C:31](=[O:34])[N:32]([CH3:33])[C:26]3[CH:25]=[N:24][C:23]([NH:22][C:19]4[CH:20]=[CH:21][C:16]([C:15]([NH:14][CH:11]5[CH2:12][CH2:13][NH:8][CH2:9][CH:10]5[O:46][CH3:47])=[O:45])=[CH:17][C:18]=4[O:43][CH3:44])=[N:42][C:27]2=3)[CH2:41][CH2:40][CH2:39][CH2:38]1, predict the reactants needed to synthesize it. (5) Given the product [Cl:1][C:2]1[CH:8]=[C:7]([O:9][C:10]2[C:19]3[C:14](=[CH:15][C:16]([O:22][CH3:23])=[C:17]([O:20][CH3:21])[CH:18]=3)[N:13]=[CH:12][N:11]=2)[CH:6]=[CH:5][C:3]=1[NH:4][C:28]([NH:39][CH2:37][CH3:38])=[O:34], predict the reactants needed to synthesize it. The reactants are: [Cl:1][C:2]1[CH:8]=[C:7]([O:9][C:10]2[C:19]3[C:14](=[CH:15][C:16]([O:22][CH3:23])=[C:17]([O:20][CH3:21])[CH:18]=3)[N:13]=[CH:12][N:11]=2)[CH:6]=[CH:5][C:3]=1[NH2:4].ClC(Cl)(O[C:28](=[O:34])OC(Cl)(Cl)Cl)Cl.Cl.[CH2:37]([NH2:39])[CH3:38].C(=O)([O-])O.[Na+]. (6) Given the product [CH3:8][O:9][C:10]1[C:14]([O:15][CH3:16])=[CH:13][S:12][CH:11]=1, predict the reactants needed to synthesize it. The reactants are: S1(CCCC1)(=O)=O.[CH3:8][O:9][C:10]1(C(O)=O)[C:14]([O:15][CH3:16])=[CH:13][S:12][CH:11]1C(O)=O. (7) The reactants are: C([O:8][C:9](=[O:24])[CH2:10][CH2:11][C:12]#[C:13][C:14]1[CH:19]=[CH:18][C:17]([C:20]([F:23])([F:22])[F:21])=[CH:16][CH:15]=1)C1C=CC=CC=1.[Li+].[OH-]. Given the product [F:21][C:20]([F:22])([F:23])[C:17]1[CH:16]=[CH:15][C:14]([C:13]#[C:12][CH2:11][CH2:10][C:9]([OH:24])=[O:8])=[CH:19][CH:18]=1, predict the reactants needed to synthesize it. (8) Given the product [C:1]([O:5][C:6]([N:8]1[CH2:15][CH:14]2[N:16]([C:17]([O:19][C:20]([CH3:23])([CH3:22])[CH3:21])=[O:18])[CH:10]([CH2:11][C:12]([C:39]3[S:40][CH:41]=[C:42]([CH2:44][CH2:45][CH2:46][O:47][C:51]4[C:52]([F:55])=[CH:53][CH:54]=[C:49]([Cl:48])[C:50]=4[F:57])[N:43]=3)=[C:13]2[C:24](=[O:38])[N:25]([CH:35]2[CH2:36][CH2:37]2)[CH2:26][C:27]2[CH:32]=[CH:31][CH:30]=[C:29]([Cl:33])[C:28]=2[Cl:34])[CH2:9]1)=[O:7])([CH3:4])([CH3:2])[CH3:3], predict the reactants needed to synthesize it. The reactants are: [C:1]([O:5][C:6]([N:8]1[CH2:15][CH:14]2[N:16]([C:17]([O:19][C:20]([CH3:23])([CH3:22])[CH3:21])=[O:18])[CH:10]([CH2:11][C:12]([C:39]3[S:40][CH:41]=[C:42]([CH2:44][CH2:45][CH2:46][OH:47])[N:43]=3)=[C:13]2[C:24](=[O:38])[N:25]([CH:35]2[CH2:37][CH2:36]2)[CH2:26][C:27]2[CH:32]=[CH:31][CH:30]=[C:29]([Cl:33])[C:28]=2[Cl:34])[CH2:9]1)=[O:7])([CH3:4])([CH3:3])[CH3:2].[Cl:48][C:49]1[C:50]([F:57])=[C:51](O)[C:52]([F:55])=[CH:53][CH:54]=1.